This data is from Full USPTO retrosynthesis dataset with 1.9M reactions from patents (1976-2016). The task is: Predict the reactants needed to synthesize the given product. (1) Given the product [CH:23]([N:1]1[CH2:2][CH2:3][C:4]2([O:11][C:10]3[C:12]4[C:17]([C:18](=[O:21])[C:19](=[O:20])[C:9]=3[S:8][CH2:7]2)=[CH:16][CH:15]=[CH:14][CH:13]=4)[CH2:5][CH2:6]1)([CH3:25])[CH3:24], predict the reactants needed to synthesize it. The reactants are: [NH:1]1[CH2:6][CH2:5][C:4]2([O:11][C:10]3[C:12]4[C:17]([C:18](=[O:21])[C:19](=[O:20])[C:9]=3[S:8][CH2:7]2)=[CH:16][CH:15]=[CH:14][CH:13]=4)[CH2:3][CH2:2]1.Br[CH:23]([CH3:25])[CH3:24]. (2) Given the product [F:8][C:6]1[C:5]([CH3:9])=[CH:4][C:3]([O:10][C@H:11]([CH2:13][CH:14]=[CH2:15])[CH3:12])=[C:2]([B:23]([OH:25])[OH:24])[CH:7]=1, predict the reactants needed to synthesize it. The reactants are: Br[C:2]1[CH:7]=[C:6]([F:8])[C:5]([CH3:9])=[CH:4][C:3]=1[O:10][C@H:11]([CH2:13][CH:14]=[CH2:15])[CH3:12].FC1C=CC([B:23]([OH:25])[OH:24])=C(O[C@H](CC=C)C)C=1. (3) Given the product [CH3:21][N:18]1[C:19](=[O:20])[N:15]([C:9]2[CH:10]=[CH:11][CH:12]=[C:13]([CH3:14])[C:8]=2[CH2:7][O:6][C:3]2[CH:4]=[CH:5][N:1]([C:24]3[N:23]([CH3:22])[C:31]4[C:26]([CH:25]=3)=[CH:27][CH:28]=[CH:29][CH:30]=4)[N:2]=2)[N:16]=[N:17]1, predict the reactants needed to synthesize it. The reactants are: [NH:1]1[CH:5]=[CH:4][C:3]([O:6][CH2:7][C:8]2[C:13]([CH3:14])=[CH:12][CH:11]=[CH:10][C:9]=2[N:15]2[C:19](=[O:20])[N:18]([CH3:21])[N:17]=[N:16]2)=[N:2]1.[CH3:22][N:23]1[C:31]2[C:26](=[CH:27][CH:28]=[CH:29][CH:30]=2)[CH:25]=[CH:24]1.II.C([O-])=O.[NH4+]. (4) Given the product [CH2:1]([O:3][C:4]([CH:6]1[CH2:11][N:10]([CH:13]([C:14]2[CH:19]=[CH:18][CH:17]=[CH:16][CH:15]=2)[C:20]2[CH:25]=[CH:24][CH:23]=[CH:22][CH:21]=2)[CH2:9][CH2:8][NH:7]1)=[O:5])[CH3:2], predict the reactants needed to synthesize it. The reactants are: [CH2:1]([O:3][C:4]([CH:6]1[CH2:11][NH:10][CH2:9][CH2:8][NH:7]1)=[O:5])[CH3:2].Br[CH:13]([C:20]1[CH:25]=[CH:24][CH:23]=[CH:22][CH:21]=1)[C:14]1[CH:19]=[CH:18][CH:17]=[CH:16][CH:15]=1.C([O-])([O-])=O.[K+].[K+]. (5) Given the product [C:18](/[CH:20]=[CH:21]/[CH2:22][CH2:23][CH:24]1[CH2:29][CH2:28][N:27]([C:30]([O:32][C:33]([CH3:36])([CH3:35])[CH3:34])=[O:31])[CH2:26][CH2:25]1)#[N:19], predict the reactants needed to synthesize it. The reactants are: O=CCCC1CCN(C(OC(C)(C)C)=O)CC1.[C:18](/[CH:20]=[CH:21]\[CH2:22][CH2:23][CH:24]1[CH2:29][CH2:28][N:27]([C:30]([O:32][C:33]([CH3:36])([CH3:35])[CH3:34])=[O:31])[CH2:26][CH2:25]1)#[N:19]. (6) Given the product [F:37][C:23]1[CH:24]=[C:25]([CH:35]=[CH:36][C:22]=1[C:13]1[O:14][C:10]2[CH:9]=[CH:8][C:7]([CH2:6][C:5]3[CH:19]=[CH:20][C:2]([CH3:1])=[CH:3][CH:4]=3)=[CH:18][C:11]=2[CH:12]=1)[CH2:26][N:27]1[CH2:28][CH:29]([C:31]([O:33][CH3:34])=[O:32])[CH2:30]1, predict the reactants needed to synthesize it. The reactants are: [CH3:1][C:2]1[CH:20]=[CH:19][C:5]([CH2:6][C:7]2[CH:8]=[CH:9][C:10]3[O:14][C:13](B(O)O)=[CH:12][C:11]=3[CH:18]=2)=[CH:4][CH:3]=1.Br[C:22]1[CH:36]=[CH:35][C:25]([CH2:26][N:27]2[CH2:30][CH:29]([C:31]([O:33][CH3:34])=[O:32])[CH2:28]2)=[CH:24][C:23]=1[F:37]. (7) Given the product [Br:1][C:2]1[C:7](=[O:8])[N:6]([CH3:24])[C:5]2[N:9]([C:12]3[C:13]([F:19])=[CH:14][CH:15]=[CH:16][C:17]=3[F:18])[N:10]=[CH:11][C:4]=2[CH:3]=1, predict the reactants needed to synthesize it. The reactants are: [Br:1][C:2]1[C:7](=[O:8])[NH:6][C:5]2[N:9]([C:12]3[C:17]([F:18])=[CH:16][CH:15]=[CH:14][C:13]=3[F:19])[N:10]=[CH:11][C:4]=2[CH:3]=1.[H-].[Na+].[Br-].[Li+].[CH3:24]I. (8) The reactants are: [CH:1]1([C:5]2[O:9][C:8]([NH:10][C:11]3[CH:16]=[CH:15][C:14]([C:17]4[CH:22]=[CH:21][C:20]([C:23]56[CH2:30][CH2:29][C:26]([CH2:31][C:32]([O:34]C)=[O:33])([CH2:27][CH2:28]5)[O:25][CH2:24]6)=[CH:19][CH:18]=4)=[CH:13][CH:12]=3)=[N:7][N:6]=2)[CH2:4][CH2:3][CH2:2]1.[OH-].[Na+]. Given the product [CH:1]1([C:5]2[O:9][C:8]([NH:10][C:11]3[CH:12]=[CH:13][C:14]([C:17]4[CH:22]=[CH:21][C:20]([C:23]56[CH2:28][CH2:27][C:26]([CH2:31][C:32]([OH:34])=[O:33])([CH2:29][CH2:30]5)[O:25][CH2:24]6)=[CH:19][CH:18]=4)=[CH:15][CH:16]=3)=[N:7][N:6]=2)[CH2:2][CH2:3][CH2:4]1, predict the reactants needed to synthesize it.